From a dataset of NCI-60 drug combinations with 297,098 pairs across 59 cell lines. Regression. Given two drug SMILES strings and cell line genomic features, predict the synergy score measuring deviation from expected non-interaction effect. (1) Drug 1: C1C(C(OC1N2C=C(C(=O)NC2=O)F)CO)O. Drug 2: C1CC(C1)(C(=O)O)C(=O)O.[NH2-].[NH2-].[Pt+2]. Cell line: SK-MEL-28. Synergy scores: CSS=11.5, Synergy_ZIP=-3.08, Synergy_Bliss=-3.29, Synergy_Loewe=-0.595, Synergy_HSA=-0.241. (2) Drug 1: CC1C(C(CC(O1)OC2CC(CC3=C2C(=C4C(=C3O)C(=O)C5=C(C4=O)C(=CC=C5)OC)O)(C(=O)C)O)N)O.Cl. Drug 2: C1=NC2=C(N1)C(=S)N=C(N2)N. Cell line: SN12C. Synergy scores: CSS=18.5, Synergy_ZIP=-12.4, Synergy_Bliss=-5.03, Synergy_Loewe=-6.58, Synergy_HSA=-1.27. (3) Drug 1: COC1=C(C=C2C(=C1)N=CN=C2NC3=CC(=C(C=C3)F)Cl)OCCCN4CCOCC4. Drug 2: COCCOC1=C(C=C2C(=C1)C(=NC=N2)NC3=CC=CC(=C3)C#C)OCCOC.Cl. Cell line: SK-MEL-2. Synergy scores: CSS=11.4, Synergy_ZIP=-3.71, Synergy_Bliss=-3.83, Synergy_Loewe=-6.09, Synergy_HSA=-5.12. (4) Drug 2: C1C(C(OC1N2C=NC3=C2NC=NCC3O)CO)O. Synergy scores: CSS=4.19, Synergy_ZIP=2.99, Synergy_Bliss=8.69, Synergy_Loewe=4.48, Synergy_HSA=5.27. Cell line: SF-539. Drug 1: CC1=C(C(=CC=C1)Cl)NC(=O)C2=CN=C(S2)NC3=CC(=NC(=N3)C)N4CCN(CC4)CCO. (5) Drug 1: CC1=C(N=C(N=C1N)C(CC(=O)N)NCC(C(=O)N)N)C(=O)NC(C(C2=CN=CN2)OC3C(C(C(C(O3)CO)O)O)OC4C(C(C(C(O4)CO)O)OC(=O)N)O)C(=O)NC(C)C(C(C)C(=O)NC(C(C)O)C(=O)NCCC5=NC(=CS5)C6=NC(=CS6)C(=O)NCCC[S+](C)C)O. Drug 2: CS(=O)(=O)OCCCCOS(=O)(=O)C. Cell line: UACC62. Synergy scores: CSS=13.3, Synergy_ZIP=-7.43, Synergy_Bliss=-6.42, Synergy_Loewe=-24.0, Synergy_HSA=-5.66. (6) Drug 2: C(CC(=O)O)C(=O)CN.Cl. Drug 1: C1=CC(=C2C(=C1NCCNCCO)C(=O)C3=C(C=CC(=C3C2=O)O)O)NCCNCCO. Cell line: RXF 393. Synergy scores: CSS=25.6, Synergy_ZIP=-0.504, Synergy_Bliss=0.665, Synergy_Loewe=-10.7, Synergy_HSA=2.53.